Predict the product of the given reaction. From a dataset of Forward reaction prediction with 1.9M reactions from USPTO patents (1976-2016). Given the reactants [N+:1]([C:4]1[CH:9]=[CH:8][C:7]([C:10]2[S:11][CH:12]=[CH:13][CH:14]=2)=[CH:6][C:5]=1[NH:15][C:16](=[O:25])[O:17][CH2:18][CH:19]1[CH2:24][CH2:23][CH2:22][CH2:21][CH2:20]1)([O-])=O.C([O-])=O.[NH4+], predict the reaction product. The product is: [NH2:1][C:4]1[CH:9]=[CH:8][C:7]([C:10]2[S:11][CH:12]=[CH:13][CH:14]=2)=[CH:6][C:5]=1[NH:15][C:16](=[O:25])[O:17][CH2:18][CH:19]1[CH2:20][CH2:21][CH2:22][CH2:23][CH2:24]1.